From a dataset of Peptide-MHC class I binding affinity with 185,985 pairs from IEDB/IMGT. Regression. Given a peptide amino acid sequence and an MHC pseudo amino acid sequence, predict their binding affinity value. This is MHC class I binding data. (1) The MHC is HLA-A11:01 with pseudo-sequence HLA-A11:01. The binding affinity (normalized) is 0.0847. The peptide sequence is VYFSPWFFL. (2) The peptide sequence is EPFSRRHPL. The MHC is HLA-A31:01 with pseudo-sequence HLA-A31:01. The binding affinity (normalized) is 0.0847. (3) The binding affinity (normalized) is 0.0847. The peptide sequence is TSSARSSEW. The MHC is HLA-A80:01 with pseudo-sequence HLA-A80:01. (4) The peptide sequence is HIGPGRAFY. The MHC is HLA-B57:01 with pseudo-sequence HLA-B57:01. The binding affinity (normalized) is 0.0932. (5) The binding affinity (normalized) is 0.167. The MHC is Patr-A0701 with pseudo-sequence Patr-A0701. The peptide sequence is WLSLLVPFV. (6) The peptide sequence is VPAMFTAAL. The MHC is HLA-A26:01 with pseudo-sequence HLA-A26:01. The binding affinity (normalized) is 0.0847. (7) The peptide sequence is ERNPYENIL. The MHC is HLA-B40:01 with pseudo-sequence HLA-B40:01. The binding affinity (normalized) is 0.0847.